Dataset: Forward reaction prediction with 1.9M reactions from USPTO patents (1976-2016). Task: Predict the product of the given reaction. Given the reactants [Cl:1][C:2]1[CH:7]=[CH:6][CH:5]=[CH:4][C:3]=1[CH2:8][C:9](O)=O.[Cl:12][C:13]1[CH:18]=[CH:17][CH:16]=[CH:15][C:14]=1[NH:19][C:20](=[S:23])[NH:21][NH2:22], predict the reaction product. The product is: [Cl:1][C:2]1[CH:7]=[CH:6][CH:5]=[CH:4][C:3]=1[CH2:8][C:9]1[N:19]([C:14]2[CH:15]=[CH:16][CH:17]=[CH:18][C:13]=2[Cl:12])[C:20](=[S:23])[NH:21][N:22]=1.